This data is from Catalyst prediction with 721,799 reactions and 888 catalyst types from USPTO. The task is: Predict which catalyst facilitates the given reaction. (1) Reactant: [CH3:1][O:2][C:3]([C:5]1[O:6][C:7]2[CH:13]=[CH:12][C:11]([N+:14]([O-])=O)=[CH:10][C:8]=2[CH:9]=1)=[O:4].[H][H]. Product: [CH3:1][O:2][C:3]([C:5]1[O:6][C:7]2[CH:13]=[CH:12][C:11]([NH2:14])=[CH:10][C:8]=2[CH:9]=1)=[O:4]. The catalyst class is: 123. (2) Reactant: [CH3:1][O:2][C:3]1[CH:4]=[C:5]([CH:7]=[C:8]([O:10][CH3:11])[CH:9]=1)[NH2:6].IC.[C:14]([O-])(=O)C.[Na+]. Product: [CH3:11][O:10][C:8]1[CH:7]=[C:5]([NH:6][CH3:14])[CH:4]=[C:3]([O:2][CH3:1])[CH:9]=1. The catalyst class is: 1. (3) Reactant: [C:1]([C:4]1[O:5][CH:6]=[CH:7][CH:8]=1)(=[O:3])[CH3:2].[Br:9]N1C(=O)CCC1=O.O. Product: [Br:9][C:6]1[O:5][C:4]([C:1](=[O:3])[CH3:2])=[CH:8][CH:7]=1. The catalyst class is: 3. (4) Reactant: Br[C:2]1[C:3]([NH2:8])=[N:4][CH:5]=[CH:6][CH:7]=1.O.CCOC(C)=O.[CH3:16][N:17](C=O)C. Product: [C:16]([C:2]1[C:3]([NH2:8])=[N:4][CH:5]=[CH:6][CH:7]=1)#[N:17]. The catalyst class is: 380. (5) Reactant: [CH3:1][O:2][C:3]1[CH:12]=[C:11]2[C:6]([CH2:7][CH:8]([C:14]([OH:16])=O)[C:9](=[O:13])[NH:10]2)=[CH:5][CH:4]=1.Cl.[CH3:18][NH:19][CH3:20].ON1C2C=CC=CC=2N=N1.CCN=C=NCCCN(C)C. Product: [CH3:1][O:2][C:3]1[CH:12]=[C:11]2[C:6]([CH2:7][CH:8]([C:14]([N:19]([CH3:20])[CH3:18])=[O:16])[C:9](=[O:13])[NH:10]2)=[CH:5][CH:4]=1. The catalyst class is: 556. (6) Reactant: [Cl:1][C:2]1[CH:7]=[CH:6][C:5]([CH2:8][C:9]#[N:10])=[C:4]([F:11])[CH:3]=1.[Cl:12][C:13]1[CH:14]=[CH:15][C:16]([O:21][CH3:22])=[C:17]([CH:20]=1)[CH:18]=O.C[O-].[Na+]. Product: [Cl:1][C:2]1[CH:7]=[CH:6][C:5](/[C:8](=[CH:18]/[C:17]2[CH:20]=[C:13]([Cl:12])[CH:14]=[CH:15][C:16]=2[O:21][CH3:22])/[C:9]#[N:10])=[C:4]([F:11])[CH:3]=1. The catalyst class is: 5.